From a dataset of NCI-60 drug combinations with 297,098 pairs across 59 cell lines. Regression. Given two drug SMILES strings and cell line genomic features, predict the synergy score measuring deviation from expected non-interaction effect. Drug 1: CC1OCC2C(O1)C(C(C(O2)OC3C4COC(=O)C4C(C5=CC6=C(C=C35)OCO6)C7=CC(=C(C(=C7)OC)O)OC)O)O. Drug 2: CC1C(C(CC(O1)OC2CC(OC(C2O)C)OC3=CC4=CC5=C(C(=O)C(C(C5)C(C(=O)C(C(C)O)O)OC)OC6CC(C(C(O6)C)O)OC7CC(C(C(O7)C)O)OC8CC(C(C(O8)C)O)(C)O)C(=C4C(=C3C)O)O)O)O. Cell line: ACHN. Synergy scores: CSS=57.5, Synergy_ZIP=-0.827, Synergy_Bliss=0.118, Synergy_Loewe=-0.274, Synergy_HSA=0.864.